Dataset: Full USPTO retrosynthesis dataset with 1.9M reactions from patents (1976-2016). Task: Predict the reactants needed to synthesize the given product. (1) Given the product [CH3:1][O:2][C:3]1[CH:8]=[C:7]2[C:6](=[CH:5][CH:4]=1)[N:9]=[C:13]([CH3:14])[C:12]2([CH3:16])[CH3:11], predict the reactants needed to synthesize it. The reactants are: [CH3:1][O:2][C:3]1[CH:8]=[CH:7][C:6]([NH:9]N)=[CH:5][CH:4]=1.[CH3:11][CH:12]([CH3:16])[C:13](=O)[CH3:14]. (2) Given the product [N+:1]([C:4]1[CH:8]=[N:7][N:6]2[C:14]([C:16]3[CH:17]=[C:18]([N:22]4[CH2:26][CH2:25][CH2:24][C:23]4=[O:27])[CH:19]=[CH:20][CH:21]=3)=[CH:13][CH:12]=[N:9][C:5]=12)([O-:3])=[O:2], predict the reactants needed to synthesize it. The reactants are: [N+:1]([C:4]1[CH:8]=[N:7][NH:6][C:5]=1[NH2:9])([O-:3])=[O:2].CN(C)[CH:12]=[CH:13][C:14]([C:16]1[CH:17]=[C:18]([N:22]2[CH2:26][CH2:25][CH2:24][C:23]2=[O:27])[CH:19]=[CH:20][CH:21]=1)=O. (3) Given the product [F:19][C@H:16]1[CH2:15][C@H:14]2[CH2:18][C@@H:17]1[C@@H:12]([C:6]1[NH:7][C:8](=[O:11])[C:9]3[S:10][C:2]([C:32]4[CH:31]=[N:30][NH:29][C:28]=4[CH3:27])=[CH:3][C:4]=3[N:5]=1)[N:13]2[C:20]([O:22][C:23]([CH3:26])([CH3:25])[CH3:24])=[O:21], predict the reactants needed to synthesize it. The reactants are: Br[C:2]1[S:10][C:9]2[C:8](=[O:11])[NH:7][C:6]([C@@H:12]3[C@H:17]4[CH2:18][C@H:14]([CH2:15][C@@H:16]4[F:19])[N:13]3[C:20]([O:22][C:23]([CH3:26])([CH3:25])[CH3:24])=[O:21])=[N:5][C:4]=2[CH:3]=1.[CH3:27][C:28]1[C:32](B2OC(C)(C)C(C)(C)O2)=[CH:31][N:30](C(OC(C)(C)C)=O)[N:29]=1.C(=O)([O-])[O-].[Na+].[Na+].COCCOC. (4) Given the product [C:39]([NH:1][C:2]1[CH:3]=[CH:4][C:5]([O:28][CH3:29])=[C:6]([NH:8][C:9]2[N:14]=[C:13]([N:15]([CH3:26])[C:16]3[CH:25]=[CH:24][CH:23]=[CH:22][C:17]=3[C:18]([NH:20][CH3:21])=[O:19])[C:12]([Cl:27])=[CH:11][N:10]=2)[CH:7]=1)(=[O:42])[CH:40]=[CH2:41], predict the reactants needed to synthesize it. The reactants are: [NH2:1][C:2]1[CH:3]=[CH:4][C:5]([O:28][CH3:29])=[C:6]([NH:8][C:9]2[N:14]=[C:13]([N:15]([CH3:26])[C:16]3[CH:25]=[CH:24][CH:23]=[CH:22][C:17]=3[C:18]([NH:20][CH3:21])=[O:19])[C:12]([Cl:27])=[CH:11][N:10]=2)[CH:7]=1.CCN(C(C)C)C(C)C.[C:39](Cl)(=[O:42])[CH:40]=[CH2:41]. (5) Given the product [CH3:11][C@@:10]12[C:9](=[O:23])[CH2:8][CH2:7][C@H:6]1[C@@H:5]1[CH2:4][C:3]([C:20]3[C@@:15]([CH3:22])([C@H:14]1[CH2:13][CH2:12]2)[CH:16]=[CH:17][C:18](=[O:21])[CH:19]=3)=[CH2:2], predict the reactants needed to synthesize it. The reactants are: O[CH2:2][CH:3]1[C:20]2[C@:15]([CH3:22])([CH:16]=[CH:17][C:18](=[O:21])[CH:19]=2)[C@@H:14]2[C@H:5]([C@H:6]3[C@@:10]([CH2:12][CH2:13]2)([CH3:11])[C:9](=[O:23])[CH2:8][CH2:7]3)[CH2:4]1.O.C1(C)C=CC(S(O)(=O)=O)=CC=1.C(=O)(O)[O-].[Na+].